From a dataset of Reaction yield outcomes from USPTO patents with 853,638 reactions. Predict the reaction yield, written as a fraction of the theoretical maximum amount of product (1.0 means a 100% yield; for example, 0.34 means a 34% yield). (1) The reactants are Br[C:2]1[CH:3]=[CH:4][C:5]2[O:9][CH:8]=[CH:7][C:6]=2[CH:10]=1.[NH:11]1[CH2:16][CH2:15][CH2:14][CH2:13][CH2:12]1.CC(C)([O-])C.[Na+]. The catalyst is C1(C)C=CC=CC=1.C1C=CC(P(C2C=CC=CC=2)[C-]2C=CC=C2)=CC=1.C1C=CC(P(C2C=CC=CC=2)[C-]2C=CC=C2)=CC=1.Cl[Pd]Cl.[Fe+2].C1C=CC(P(C2C=CC=CC=2)[C-]2C=CC=C2)=CC=1.C1C=CC(P(C2C=CC=CC=2)[C-]2C=CC=C2)=CC=1.[Fe+2]. The product is [O:9]1[C:5]2[CH:4]=[CH:3][C:2]([N:11]3[CH2:16][CH2:15][CH2:14][CH2:13][CH2:12]3)=[CH:10][C:6]=2[CH:7]=[CH:8]1. The yield is 0.270. (2) The reactants are [OH:1][C:2]1[C:3]([CH3:24])=[C:4]2[C:9](=[C:10]([CH3:13])[C:11]=1[CH3:12])[O:8][C:7]([CH3:23])([C:14]([N:16]([CH2:20][CH2:21][OH:22])[CH2:17][CH2:18][OH:19])=[O:15])[CH2:6][CH2:5]2.[O:25]=[N+]([O-])[O-].[O-][N+](=O)[O-].[O-][N+](=O)[O-].[O-][N+](=O)[O-].[O-][N+](=O)[O-].[O-][N+](=O)[O-].[Ce+4].[NH4+].[NH4+]. No catalyst specified. The product is [OH:25][C:7]([CH3:23])([CH2:6][CH2:5][C:4]1[C:9](=[O:8])[C:10]([CH3:13])=[C:11]([CH3:12])[C:2](=[O:1])[C:3]=1[CH3:24])[C:14]([N:16]([CH2:20][CH2:21][OH:22])[CH2:17][CH2:18][OH:19])=[O:15]. The yield is 0.257. (3) The reactants are Cl[C:2]1[N:7]=[C:6]([C:8]2[S:12][C:11]([N:13]3[CH2:18][CH2:17][N:16]([S:19]([CH3:22])(=[O:21])=[O:20])[CH2:15][CH2:14]3)=[N:10][C:9]=2[C:23]2[C:24]([F:41])=[C:25]([NH:29][S:30]([C:33]3[C:38]([F:39])=[CH:37][CH:36]=[CH:35][C:34]=3[F:40])(=[O:32])=[O:31])[CH:26]=[CH:27][CH:28]=2)[CH:5]=[CH:4][N:3]=1.[NH3:42]. The yield is 0.300. The product is [NH2:42][C:2]1[N:7]=[C:6]([C:8]2[S:12][C:11]([N:13]3[CH2:18][CH2:17][N:16]([S:19]([CH3:22])(=[O:21])=[O:20])[CH2:15][CH2:14]3)=[N:10][C:9]=2[C:23]2[C:24]([F:41])=[C:25]([NH:29][S:30]([C:33]3[C:38]([F:39])=[CH:37][CH:36]=[CH:35][C:34]=3[F:40])(=[O:32])=[O:31])[CH:26]=[CH:27][CH:28]=2)[CH:5]=[CH:4][N:3]=1. The catalyst is CO. (4) The product is [F:42][C:2]1([F:1])[CH2:6][C@H:5]([O:7][C:8]2[CH:13]=[CH:12][C:11]([S:14]([NH:17][C:18]3[CH:23]=[CH:22][N:21]=[CH:20][N:19]=3)(=[O:15])=[O:16])=[C:10]([F:35])[CH:9]=2)[C@@H:4]([C:36]2[N:40]([CH3:41])[N:39]=[CH:38][CH:37]=2)[CH2:3]1. The yield is 0.960. The reactants are [F:1][C:2]1([F:42])[CH2:6][C@H:5]([O:7][C:8]2[CH:13]=[CH:12][C:11]([S:14]([N:17](CC3C=CC(OC)=CC=3OC)[C:18]3[CH:23]=[CH:22][N:21]=[CH:20][N:19]=3)(=[O:16])=[O:15])=[C:10]([F:35])[CH:9]=2)[C@@H:4]([C:36]2[N:40]([CH3:41])[N:39]=[CH:38][CH:37]=2)[CH2:3]1.C([SiH](CC)CC)C.FC(F)(F)C(O)=O. The catalyst is ClCCl. (5) The reactants are [F:1][C:2]1[CH:7]=[CH:6][C:5]([N:8]2[CH2:13][CH2:12][NH:11][CH2:10][C:9]2=[O:14])=[C:4]([CH3:15])[CH:3]=1.CCN(C(C)C)C(C)C.[Cl:25][C:26]1[C:34]([Cl:35])=[CH:33][CH:32]=[CH:31][C:27]=1[C:28](Cl)=[O:29].C(O)(=O)CC(CC(O)=O)(C(O)=O)O. The catalyst is ClCCl. The product is [Cl:25][C:26]1[C:34]([Cl:35])=[CH:33][CH:32]=[CH:31][C:27]=1[C:28]([N:11]1[CH2:12][CH2:13][N:8]([C:5]2[CH:6]=[CH:7][C:2]([F:1])=[CH:3][C:4]=2[CH3:15])[C:9](=[O:14])[CH2:10]1)=[O:29]. The yield is 0.446. (6) The reactants are Cl[CH2:2]I.[C:4]1([CH2:10][N:11]2[CH2:16][CH:15]=[C:14]([NH:17][C:18](=[O:24])[O:19][C:20]([CH3:23])([CH3:22])[CH3:21])[CH2:13][CH2:12]2)[CH:9]=[CH:8][CH:7]=[CH:6][CH:5]=1. The catalyst is CCOCC.C1COCC1. The product is [C:4]1([CH2:10][N:11]2[CH2:12][CH2:13][C:14]3([NH:17][C:18](=[O:24])[O:19][C:20]([CH3:21])([CH3:23])[CH3:22])[CH:15]([CH2:2]3)[CH2:16]2)[CH:5]=[CH:6][CH:7]=[CH:8][CH:9]=1. The yield is 0.740. (7) The reactants are [Cl:1][C:2]1[CH:7]=[CH:6][C:5]([S:8]([CH:11]([C:15]2[CH:20]=[C:19]([F:21])[CH:18]=[CH:17][C:16]=2[F:22])[CH2:12][CH2:13][OH:14])(=[O:10])=[O:9])=[CH:4][CH:3]=1.[CH2:23]([N:25]([CH2:28]C)CC)C.ClC(OC1C=CC([N+]([O-])=O)=CC=1)=[O:32].CN. The catalyst is ClCCl.CCCCCC.O1CCCC1. The product is [CH3:23][NH:25][C:28](=[O:32])[O:14][CH2:13][CH2:12][CH:11]([S:8]([C:5]1[CH:4]=[CH:3][C:2]([Cl:1])=[CH:7][CH:6]=1)(=[O:10])=[O:9])[C:15]1[CH:20]=[C:19]([F:21])[CH:18]=[CH:17][C:16]=1[F:22]. The yield is 0.270. (8) The reactants are [OH:1][CH:2]1[CH2:7][CH2:6][N:5]([C:8]#[N:9])[CH2:4][CH2:3]1.C(N(C(C)C)CC)(C)C.[CH3:19][O:20][CH2:21]Cl.O. The catalyst is C(Cl)Cl. The product is [CH3:19][O:20][CH2:21][O:1][CH:2]1[CH2:7][CH2:6][N:5]([C:8]#[N:9])[CH2:4][CH2:3]1. The yield is 0.860.